This data is from Reaction yield outcomes from USPTO patents with 853,638 reactions. The task is: Predict the reaction yield, written as a fraction of the theoretical maximum amount of product (1.0 means a 100% yield; for example, 0.34 means a 34% yield). (1) The reactants are C1C(=O)N(O[C:9]([CH2:11][CH2:12][CH2:13][CH2:14][CH2:15][NH:16][C:17]([C:19]2[CH:24]=[CH:23][C:22]3[C:25]4([O:41][C:42](=[O:43])[C:21]=3[CH:20]=2)[C:35]2[CH:36]=[CH:37][C:38]([OH:40])=[CH:39][C:34]=2[O:33][C:27]2[CH:28]=[C:29]([OH:32])[CH:30]=[CH:31][C:26]4=2)=[O:18])=[O:10])C(=O)C1.[NH2:44][CH2:45][C@@H:46]1[CH2:50][CH2:49][CH2:48][N:47]1[S:51]([C:54]1[CH:55]=[C:56]2[C:60](=[CH:61][CH:62]=1)[N:59]([CH3:63])[C:58](=[O:64])[C:57]12[O:69][CH2:68][CH2:67][CH2:66][O:65]1)(=[O:53])=[O:52]. No catalyst specified. The product is [OH:40][C:38]1[CH:39]=[C:34]2[C:35](=[CH:36][CH:37]=1)[C:25]([C:22]1[CH:23]=[CH:24][C:19]([C:17]([NH:16][CH2:15][CH2:14][CH2:13][CH2:12][CH2:11][C:9]([NH:44][CH2:45][C@@H:46]3[CH2:50][CH2:49][CH2:48][N:47]3[S:51]([C:54]3[CH:55]=[C:56]4[C:60](=[CH:61][CH:62]=3)[N:59]([CH3:63])[C:58](=[O:64])[C:57]34[O:65][CH2:66][CH2:67][CH2:68][O:69]3)(=[O:52])=[O:53])=[O:10])=[O:18])=[CH:20][C:21]=1[C:42]([OH:41])=[O:43])=[C:26]1[C:27](=[CH:28][C:29](=[O:32])[CH:30]=[CH:31]1)[O:33]2. The yield is 0.960. (2) The reactants are [CH3:1][Mg+].[Br-].[Cl:4][C:5]1[CH:6]=[C:7]([C:11]2[O:15][N:14]=[C:13]([CH:16]=[O:17])[CH:12]=2)[CH:8]=[CH:9][CH:10]=1. The catalyst is C1COCC1. The product is [Cl:4][C:5]1[CH:6]=[C:7]([C:11]2[O:15][N:14]=[C:13]([CH:16]([OH:17])[CH3:1])[CH:12]=2)[CH:8]=[CH:9][CH:10]=1. The yield is 0.370. (3) The reactants are [C:1]([N:8]1[CH2:12][CH2:11][C:10](=[O:13])[CH2:9]1)([O:3][C:4]([CH3:7])([CH3:6])[CH3:5])=[O:2].CO[CH:16](OC)[N:17]([CH3:19])[CH3:18]. The catalyst is CN(C)C=O. The product is [C:4]([O:3][C:1]([N:8]1[CH2:9][C:10](=[O:13])/[C:11](=[CH:16]\[N:17]([CH3:19])[CH3:18])/[CH2:12]1)=[O:2])([CH3:7])([CH3:6])[CH3:5]. The yield is 0.900. (4) The reactants are Cl[C:2]1[N:7]=[C:6]([C:8]2[N:12]3[CH:13]=[CH:14][CH:15]=[CH:16][C:11]3=[N:10][C:9]=2[C:17]2[CH:18]=[C:19]([CH:24]=[CH:25][CH:26]=2)[C:20]([O:22][CH3:23])=[O:21])[CH:5]=[CH:4][N:3]=1.[F:27][C:28]1[C:29]([CH2:37][CH2:38][N:39]2[CH2:44][CH2:43][CH2:42][CH2:41][CH2:40]2)=[CH:30][C:31]([O:35][CH3:36])=[C:32]([CH:34]=1)[NH2:33].C1(C)C=CC(S(O)(=O)=O)=CC=1.CC(O)C. The catalyst is C(Cl)Cl. The product is [F:27][C:28]1[C:29]([CH2:37][CH2:38][N:39]2[CH2:44][CH2:43][CH2:42][CH2:41][CH2:40]2)=[CH:30][C:31]([O:35][CH3:36])=[C:32]([NH:33][C:2]2[N:7]=[C:6]([C:8]3[N:12]4[CH:13]=[CH:14][CH:15]=[CH:16][C:11]4=[N:10][C:9]=3[C:17]3[CH:18]=[C:19]([CH:24]=[CH:25][CH:26]=3)[C:20]([O:22][CH3:23])=[O:21])[CH:5]=[CH:4][N:3]=2)[CH:34]=1. The yield is 0.460. (5) The product is [CH2:19]([NH:26][C:2]1[N:6]2[CH:7]=[C:8]([S:11]([N:14]([CH2:17][CH3:18])[CH2:15][CH3:16])(=[O:13])=[O:12])[CH:9]=[CH:10][C:5]2=[N:4][N:3]=1)[C:20]1[CH:25]=[CH:24][CH:23]=[CH:22][CH:21]=1. The catalyst is O. The reactants are Cl[C:2]1[N:6]2[CH:7]=[C:8]([S:11]([N:14]([CH2:17][CH3:18])[CH2:15][CH3:16])(=[O:13])=[O:12])[CH:9]=[CH:10][C:5]2=[N:4][N:3]=1.[CH2:19]([NH2:26])[C:20]1[CH:25]=[CH:24][CH:23]=[CH:22][CH:21]=1. The yield is 0.270. (6) The reactants are [Cl:1][C:2]1[CH:7]=[CH:6][CH:5]=[CH:4][C:3]=1[C:8]1[C:13]([Cl:14])=[CH:12][C:11]([CH2:15][CH3:16])=[C:10]([NH:17][CH2:18][C:19]([OH:21])=O)[CH:9]=1.[CH3:22][CH2:23]N(CC)CC.CCN=C=NCCCN(C)C.Cl.C1C=CC2N(O)N=NC=2C=1.[N:51]1([C:57]([O:59]C(C)(C)C)=O)[CH2:56][CH2:55][NH:54][CH2:53][CH2:52]1. The catalyst is CN(C=O)C. The product is [Cl:1][C:2]1[CH:7]=[CH:6][CH:5]=[CH:4][C:3]=1[C:8]1[C:13]([Cl:14])=[CH:12][C:11]([CH2:15][CH3:16])=[C:10]([NH:17][CH2:18][C:19]([N:54]2[CH2:53][CH2:52][N:51]([C:57](=[O:59])[CH:22]=[CH2:23])[CH2:56][CH2:55]2)=[O:21])[CH:9]=1. The yield is 0.217.